Task: Predict the product of the given reaction.. Dataset: Forward reaction prediction with 1.9M reactions from USPTO patents (1976-2016) (1) Given the reactants [C:1]1([C:7]2[N:12]=[CH:11][C:10]([C:13]#[N:14])=[CH:9][N:8]=2)[CH:6]=[CH:5][CH:4]=[CH:3][CH:2]=1.[C:15]([NH:23][NH2:24])(=O)[C:16]1[CH:21]=[CH:20][CH:19]=[N:18][CH:17]=1, predict the reaction product. The product is: [C:1]1([C:7]2[N:12]=[CH:11][C:10]([C:13]3[N:14]=[C:15]([C:16]4[CH:17]=[N:18][CH:19]=[CH:20][CH:21]=4)[NH:23][N:24]=3)=[CH:9][N:8]=2)[CH:2]=[CH:3][CH:4]=[CH:5][CH:6]=1. (2) Given the reactants [CH2:1]([O:3][C:4]1([C:7]2[CH:12]=[CH:11][C:10]([C:13]#[C:14][C:15]3[CH:20]=[CH:19][C:18]([CH2:21][C:22]([O:24]C)=[O:23])=[CH:17][CH:16]=3)=[CH:9][C:8]=2[CH:26]([CH3:28])[CH3:27])[CH2:6][CH2:5]1)[CH3:2].[OH-].[Na+].O.CC#N, predict the reaction product. The product is: [CH2:1]([O:3][C:4]1([C:7]2[CH:12]=[CH:11][C:10]([C:13]#[C:14][C:15]3[CH:16]=[CH:17][C:18]([CH2:21][C:22]([OH:24])=[O:23])=[CH:19][CH:20]=3)=[CH:9][C:8]=2[CH:26]([CH3:27])[CH3:28])[CH2:6][CH2:5]1)[CH3:2]. (3) Given the reactants [NH2:1][C:2]1[C:11]2[C:6](=[CH:7][CH:8]=[CH:9][CH:10]=2)[CH:5]=[CH:4][C:3]=1[C:12]([OH:21])([C:17]([F:20])([F:19])[F:18])[C:13]([F:16])([F:15])[F:14].[CH3:22][C:23]([CH3:29])([CH3:28])[CH2:24][C:25](Cl)=[O:26], predict the reaction product. The product is: [CH3:22][C:23]([CH3:29])([CH3:28])[CH2:24][C:25]([NH:1][C:2]1[C:11]2[C:6](=[CH:7][CH:8]=[CH:9][CH:10]=2)[CH:5]=[CH:4][C:3]=1[C:12]([OH:21])([C:13]([F:14])([F:15])[F:16])[C:17]([F:18])([F:19])[F:20])=[O:26]. (4) Given the reactants [CH2:1]([O:8][C:9]([N:11]1[CH2:16][CH:15]([C:17](=[O:19])[NH2:18])[N:14]([CH2:20][CH2:21][CH2:22][C:23](OC(C)(C)C)=[O:24])[C:13](=[O:30])[C@@H:12]1[CH3:31])=[O:10])[C:2]1[CH:7]=[CH:6][CH:5]=[CH:4][CH:3]=1.Cl.Cl.[CH2:34]1[C:36]2([CH2:41][CH2:40][NH:39][CH2:38][C@H:37]2[OH:42])[CH2:35]1, predict the reaction product. The product is: [CH2:1]([O:8][C:9]([N:11]1[CH2:16][C@H:15]([C:17](=[O:19])[NH2:18])[N:14]([CH2:20][CH2:21][CH2:22][C:23]([N:39]2[CH2:40][CH2:41][C:36]3([CH2:34][CH2:35]3)[C@H:37]([OH:42])[CH2:38]2)=[O:24])[C:13](=[O:30])[C@@H:12]1[CH3:31])=[O:10])[C:2]1[CH:3]=[CH:4][CH:5]=[CH:6][CH:7]=1. (5) Given the reactants [NH2:1][C:2]1[C:3]([CH3:13])=[C:4]([C:9]([F:12])=[CH:10][CH:11]=1)[C:5]([O:7][CH3:8])=[O:6].[N:14]([O-])=O.[Na+].C([O-])(=O)C.[K+].[CH3:23][C:24]([SH:27])([CH3:26])[CH3:25], predict the reaction product. The product is: [C:24]([S:27][N:14]=[N:1][C:2]1[C:3]([CH3:13])=[C:4]([C:9]([F:12])=[CH:10][CH:11]=1)[C:5]([O:7][CH3:8])=[O:6])([CH3:26])([CH3:25])[CH3:23]. (6) Given the reactants [CH3:1][O:2][CH2:3][N:4]1[C:8]2[CH:9]=[CH:10][C:11]([CH:13]([C:15]3[CH:19]=[CH:18][N:17]([C:20]4[N:25]=[CH:24][C:23]([C:26]([O-:28])=O)=[CH:22][CH:21]=4)[N:16]=3)[CH3:14])=[CH:12][C:7]=2[S:6][C:5]1=[O:29].[BH4-].[Li+].[Cl-].[NH4+].O1CCC[CH2:35]1, predict the reaction product. The product is: [OH:28][CH2:26][C:23]1([CH3:35])[CH:24]=[N:25][C:20]([N:17]2[CH:18]=[CH:19][C:15]([CH:13]([C:11]3[CH:10]=[CH:9][C:8]4[N:4]([CH2:3][O:2][CH3:1])[C:5](=[O:29])[S:6][C:7]=4[CH:12]=3)[CH3:14])=[N:16]2)=[CH:21][CH2:22]1.